This data is from Full USPTO retrosynthesis dataset with 1.9M reactions from patents (1976-2016). The task is: Predict the reactants needed to synthesize the given product. (1) Given the product [C:5]1([CH3:8])[CH:6]=[CH:7][C:2]([BH:29][N:25]([CH:26]([CH3:28])[CH3:27])[CH:22]([CH3:24])[CH3:23])=[CH:3][CH:4]=1, predict the reactants needed to synthesize it. The reactants are: I[C:2]1[CH:7]=[CH:6][C:5]([CH3:8])=[CH:4][CH:3]=1.C(N(CC)CC)C.O1CCOCC1.[CH:22]([N:25]([BH2:29])[CH:26]([CH3:28])[CH3:27])([CH3:24])[CH3:23]. (2) Given the product [C:10]1([CH2:9][OH:8])[C:15]2[CH:16]=[CH:17][CH2:18][CH2:19][CH2:20][C:14]=2[CH:13]=[CH:12][CH:11]=1, predict the reactants needed to synthesize it. The reactants are: C([Si]([O:8][CH2:9][C:10]1[C:15]2[CH:16]=[CH:17][CH2:18][CH2:19][CH2:20][C:14]=2[CH:13]=[CH:12][CH:11]=1)(C)C)(C)(C)C.[F-].C([N+](CCCC)(CCCC)CCCC)CCC.